The task is: Predict the reactants needed to synthesize the given product.. This data is from Full USPTO retrosynthesis dataset with 1.9M reactions from patents (1976-2016). Given the product [CH2:27]([C:30]1[CH:35]=[CH:34][CH:33]=[C:32]([O:36][CH3:37])[C:31]=1[O:38][CH2:46][C:47]1[CH:52]=[CH:51][CH:50]=[CH:49][CH:48]=1)[CH:28]=[CH2:29], predict the reactants needed to synthesize it. The reactants are: C1(OC)C(=CC=CC=1)O.C(Br)C=C.C(=O)([O-])[O-].[K+].[K+].C(OCC=C)C=C.[CH2:27]([C:30]1[CH:35]=[CH:34][CH:33]=[C:32]([O:36][CH3:37])[C:31]=1[OH:38])[CH:28]=[CH2:29].C1(O)C=CC=CC=1.[CH2:46](Br)[C:47]1[CH:52]=[CH:51][CH:50]=[CH:49][CH:48]=1.